Predict the reaction yield, written as a fraction of the theoretical maximum amount of product (1.0 means a 100% yield; for example, 0.34 means a 34% yield). From a dataset of Reaction yield outcomes from USPTO patents with 853,638 reactions. (1) The yield is 0.480. The catalyst is CCCCO. The reactants are [Br:1][C:2]1[C:3](F)=[C:4]2[C:10]([NH:11][C:12](=[O:15])[CH2:13][OH:14])=[CH:9][NH:8][C:5]2=[N:6][CH:7]=1.[NH:17]1[CH2:21][CH2:20][C@@H:19]([NH:22][C:23](=[O:29])[O:24][C:25]([CH3:28])([CH3:27])[CH3:26])[CH2:18]1.CCN(C(C)C)C(C)C.CC#N.O. The product is [Br:1][C:2]1[C:3]([N:17]2[CH2:21][CH2:20][C@@H:19]([NH:22][C:23](=[O:29])[O:24][C:25]([CH3:27])([CH3:26])[CH3:28])[CH2:18]2)=[C:4]2[C:10]([NH:11][C:12](=[O:15])[CH2:13][OH:14])=[CH:9][NH:8][C:5]2=[N:6][CH:7]=1. (2) The product is [O:17]1[CH2:16][CH2:15][N:14]([C:12]2[CH:11]=[C:9]([NH:10][C:21]3[N:26]=[C:25]([N:27]([C:29]4[CH:34]=[C:33]([O:35][CH3:36])[CH:32]=[CH:31][C:30]=4[F:37])[CH3:28])[CH:24]=[CH:23][N:22]=3)[CH:8]=[C:7]([N:4]3[CH2:5][CH2:6][O:1][CH2:2][CH2:3]3)[CH:13]=2)[CH2:19][CH2:18]1. The yield is 0.820. The reactants are [O:1]1[CH2:6][CH2:5][N:4]([C:7]2[CH:8]=[C:9]([CH:11]=[C:12]([N:14]3[CH2:19][CH2:18][O:17][CH2:16][CH2:15]3)[CH:13]=2)[NH2:10])[CH2:3][CH2:2]1.Cl[C:21]1[N:26]=[C:25]([N:27]([C:29]2[CH:34]=[C:33]([O:35][CH3:36])[CH:32]=[CH:31][C:30]=2[F:37])[CH3:28])[CH:24]=[CH:23][N:22]=1. No catalyst specified. (3) The reactants are [NH:1]1[CH2:10][CH2:9][CH:4]([C:5]([O:7][CH3:8])=[O:6])[CH2:3][CH2:2]1.[C:11]1([S:21](Cl)(=[O:23])=[O:22])[C:20]2[C:15](=[CH:16][CH:17]=[CH:18][CH:19]=2)[CH:14]=[CH:13][CH:12]=1. The catalyst is CN(C1C=CN=CC=1)C.N1C=CC=CC=1. The product is [C:11]1([S:21]([N:1]2[CH2:10][CH2:9][CH:4]([C:5]([O:7][CH3:8])=[O:6])[CH2:3][CH2:2]2)(=[O:23])=[O:22])[C:20]2[C:15](=[CH:16][CH:17]=[CH:18][CH:19]=2)[CH:14]=[CH:13][CH:12]=1. The yield is 0.730. (4) The reactants are [NH:1]1[C:9]2[C:4](=[CH:5][CH:6]=[CH:7][CH:8]=2)[CH2:3][C:2]1=[O:10].[N+:11]([O-])([OH:13])=[O:12]. The catalyst is S(=O)(=O)(O)O. The product is [N+:11]([C:6]1[CH:5]=[C:4]2[C:9](=[CH:8][CH:7]=1)[NH:1][C:2](=[O:10])[CH2:3]2)([O-:13])=[O:12]. The yield is 0.700. (5) The product is [F:1][C:2]1[C:3]([NH:12][C:13]2[CH:18]=[CH:17][C:16]([I:19])=[CH:15][C:14]=2[F:20])=[C:4]([CH:8]=[CH:9][C:10]=1[F:11])[C:5]([F:29])=[O:6]. The catalyst is ClCCl.O. The reactants are [F:1][C:2]1[C:3]([NH:12][C:13]2[CH:18]=[CH:17][C:16]([I:19])=[CH:15][C:14]=2[F:20])=[C:4]([CH:8]=[CH:9][C:10]=1[F:11])[C:5](O)=[O:6].N1C=CC=CC=1.N1C(F)=NC(F)=NC=1[F:29]. The yield is 0.970.